Dataset: Ames mutagenicity test results for genotoxicity prediction. Task: Regression/Classification. Given a drug SMILES string, predict its toxicity properties. Task type varies by dataset: regression for continuous values (e.g., LD50, hERG inhibition percentage) or binary classification for toxic/non-toxic outcomes (e.g., AMES mutagenicity, cardiotoxicity, hepatotoxicity). Dataset: ames. The drug is CN=NNC. The result is 1 (mutagenic).